This data is from Forward reaction prediction with 1.9M reactions from USPTO patents (1976-2016). The task is: Predict the product of the given reaction. (1) Given the reactants [OH:1][C:2]1[C:3](=[O:17])[NH:4][C:5](=[O:16])[N:6]([CH2:8][CH2:9][C:10]2[CH:15]=CC=C[CH:11]=2)[N:7]=1.[CH3:18]O, predict the reaction product. The product is: [CH3:18][C:10]([CH3:11])([CH3:15])[CH2:9][CH2:8][N:6]1[C:5](=[O:16])[NH:4][C:3](=[O:17])[C:2]([OH:1])=[N:7]1. (2) Given the reactants [Cl:1][C:2]1[C:3]2[C:10]([C:11]3[CH:16]=[CH:15][C:14]([O:17][CH2:18][CH2:19][N:20]4[CH2:25][CH2:24][N:23]([CH3:26])[CH2:22][CH2:21]4)=[C:13]([Cl:27])[C:12]=3[CH3:28])=[C:9]([Sn](C)(C)C)[S:8][C:4]=2[N:5]=[CH:6][N:7]=1.Br[C:34]1[O:38][C:37]([C:39]([N:41]([CH3:43])[CH3:42])=[O:40])=[CH:36][CH:35]=1.[As](C1C=CC=CC=1)(C1C=CC=CC=1)C1C=CC=CC=1, predict the reaction product. The product is: [Cl:1][C:2]1[C:3]2[C:10]([C:11]3[CH:16]=[CH:15][C:14]([O:17][CH2:18][CH2:19][N:20]4[CH2:25][CH2:24][N:23]([CH3:26])[CH2:22][CH2:21]4)=[C:13]([Cl:27])[C:12]=3[CH3:28])=[C:9]([C:34]3[O:38][C:37]([C:39]([N:41]([CH3:43])[CH3:42])=[O:40])=[CH:36][CH:35]=3)[S:8][C:4]=2[N:5]=[CH:6][N:7]=1. (3) The product is: [F:1][C:2]1[CH:3]=[C:4]2[C:8](=[CH:9][CH:10]=1)[NH:7][C:6](=[O:11])/[C:5]/2=[CH:22]/[C:18]1[CH:17]=[C:16]2[C:21]([C:13]([I:12])=[N:14][N:15]2[CH2:24][O:25][CH2:26][CH2:27][Si:28]([CH3:31])([CH3:30])[CH3:29])=[CH:20][CH:19]=1. Given the reactants [F:1][C:2]1[CH:3]=[C:4]2[C:8](=[CH:9][CH:10]=1)[NH:7][C:6](=[O:11])[CH2:5]2.[I:12][C:13]1[C:21]2[C:16](=[CH:17][C:18]([CH:22]=O)=[CH:19][CH:20]=2)[N:15]([CH2:24][O:25][CH2:26][CH2:27][Si:28]([CH3:31])([CH3:30])[CH3:29])[N:14]=1.N1CCCCC1, predict the reaction product.